Dataset: Forward reaction prediction with 1.9M reactions from USPTO patents (1976-2016). Task: Predict the product of the given reaction. (1) Given the reactants Cl[C:2]1[C:11]([CH3:12])=[CH:10][C:9]2[C:4](=[CH:5][CH:6]=[C:7]([N+:13]([O-:15])=[O:14])[CH:8]=2)[N:3]=1.[N:16]1([CH:22]=[O:23])[CH2:21][CH2:20][NH:19][CH2:18][CH2:17]1.O, predict the reaction product. The product is: [CH3:12][C:11]1[C:2]([N:19]2[CH2:20][CH2:21][N:16]([CH:22]=[O:23])[CH2:17][CH2:18]2)=[N:3][C:4]2[C:9]([CH:10]=1)=[CH:8][C:7]([N+:13]([O-:15])=[O:14])=[CH:6][CH:5]=2. (2) The product is: [CH3:14][C:13]1[C:8]([CH2:7][C:6]([NH2:26])=[O:5])=[CH:9][C:10]([N:15]2[CH2:20][CH2:19][N:18]([CH3:21])[CH2:17][CH2:16]2)=[N:11][CH:12]=1. Given the reactants C([O:5][C:6](=O)[CH2:7][C:8]1[C:13]([CH3:14])=[CH:12][N:11]=[C:10]([N:15]2[CH2:20][CH2:19][N:18]([CH3:21])[CH2:17][CH2:16]2)[CH:9]=1)(C)(C)C.C(C1NC=CN=1)(C1[NH:26]C=CN=1)=O.N, predict the reaction product. (3) The product is: [OH:17][C:18]1([C:2]2[CH:3]=[N:4][CH:5]=[C:6]([O:8][CH:9]([CH3:11])[CH3:10])[CH:7]=2)[CH2:24][CH:23]2[CH2:25][CH:19]1[CH2:20][N:21]([C:26]([O:28][CH2:29][CH3:30])=[O:27])[CH2:22]2. Given the reactants Br[C:2]1[CH:3]=[N:4][CH:5]=[C:6]([O:8][CH:9]([CH3:11])[CH3:10])[CH:7]=1.C([Li])CCC.[O:17]=[C:18]1[CH2:24][CH:23]2[CH2:25][CH:19]1[CH2:20][N:21]([C:26]([O:28][CH2:29][CH3:30])=[O:27])[CH2:22]2, predict the reaction product. (4) The product is: [Cl:37][C:29]1[CH:28]=[C:27]([C:25]2[O:24][N:23]=[C:22]([C:17]3[CH:18]=[CH:19][CH:20]=[C:21]4[C:16]=3[CH:15]=[CH:14][N:13]=[C:12]4[N:1]3[CH2:5][CH2:4][CH:3]([C:6]([OH:8])=[O:7])[CH2:2]3)[N:26]=2)[CH:32]=[CH:31][C:30]=1[O:33][CH:34]([CH3:36])[CH3:35]. Given the reactants [NH:1]1[CH2:5][CH2:4][CH:3]([C:6]([OH:8])=[O:7])[CH2:2]1.[H-].[Na+].Cl[C:12]1[C:21]2[C:16](=[C:17]([C:22]3[N:26]=[C:25]([C:27]4[CH:32]=[CH:31][C:30]([O:33][CH:34]([CH3:36])[CH3:35])=[C:29]([Cl:37])[CH:28]=4)[O:24][N:23]=3)[CH:18]=[CH:19][CH:20]=2)[CH:15]=[CH:14][N:13]=1.[OH-].[Li+], predict the reaction product. (5) Given the reactants [CH2:1]([NH:3][CH2:4][C:5]1[CH:10]=[CH:9][C:8]([CH2:11][N:12]2[CH2:17][CH2:16][N:15]([C:18]3[C:23]([C:24]([O:26][CH:27]([CH3:29])[CH3:28])=[O:25])=[CH:22][CH:21]=[CH:20][N:19]=3)[CH2:14][CH2:13]2)=[CH:7][CH:6]=1)[CH3:2].[CH3:30][C:31]1[N:36]=[C:35]([CH:37]=O)[CH:34]=[CH:33][CH:32]=1.C(O)(=O)C.C([BH3-])#N.[Na+], predict the reaction product. The product is: [CH2:1]([N:3]([CH2:4][C:5]1[CH:6]=[CH:7][C:8]([CH2:11][N:12]2[CH2:13][CH2:14][N:15]([C:18]3[C:23]([C:24]([O:26][CH:27]([CH3:28])[CH3:29])=[O:25])=[CH:22][CH:21]=[CH:20][N:19]=3)[CH2:16][CH2:17]2)=[CH:9][CH:10]=1)[CH2:37][C:35]1[CH:34]=[CH:33][CH:32]=[C:31]([CH3:30])[N:36]=1)[CH3:2]. (6) Given the reactants [OH:1][CH:2]1[CH:6]2[N:7]([C:10](=[S:12])[O-:11])[CH2:8][CH2:9][CH:5]2[O:4][CH2:3]1.N1(C(=O)S[CH2:20][C:21]2[C:26]([Cl:27])=[CH:25][CH:24]=[C:23]([CH3:28])[C:22]=2[F:29])C=CN=C1.Cl.O1[C@H]2[C@H](NCC2)[C@@H](O)C1, predict the reaction product. The product is: [OH:1][C@@H:2]1[C@H:6]2[N:7]([C:10](=[O:11])[S:12][CH2:20][C:21]3[C:26]([Cl:27])=[CH:25][CH:24]=[C:23]([CH3:28])[C:22]=3[F:29])[CH2:8][CH2:9][C@H:5]2[O:4][CH2:3]1. (7) Given the reactants [N:1]1([C:6]2[CH:7]=[C:8]([CH3:23])[C:9]3[N:13]=[C:12]([C:14]4[C:15](=[O:21])[NH:16][CH:17]=[CH:18][C:19]=4I)[NH:11][C:10]=3[CH:22]=2)[CH:5]=[CH:4][N:3]=[CH:2]1.[C:24]1([C@@H:30]([CH2:32][OH:33])[NH2:31])[CH:29]=[CH:28][CH:27]=[CH:26][CH:25]=1.CN1CCOCC1, predict the reaction product. The product is: [OH:33][CH2:32][C@@H:30]([NH:31][C:19]1[CH:18]=[CH:17][NH:16][C:15](=[O:21])[C:14]=1[C:12]1[NH:11][C:10]2[CH:22]=[C:6]([N:1]3[CH:5]=[CH:4][N:3]=[CH:2]3)[CH:7]=[C:8]([CH3:23])[C:9]=2[N:13]=1)[C:24]1[CH:29]=[CH:28][CH:27]=[CH:26][CH:25]=1. (8) Given the reactants [CH2:1]([Mg]Cl)[C:2]1[CH:7]=[CH:6][CH:5]=[CH:4][CH:3]=1.[C:10]1([CH3:26])[CH:15]=[CH:14][CH:13]=[CH:12][C:11]=1[C:16]([CH:18]1[CH:23]2[CH2:24][CH2:25][N:20]([CH2:21][CH2:22]2)[CH2:19]1)=[O:17], predict the reaction product. The product is: [C:10]1([CH3:26])[CH:15]=[CH:14][CH:13]=[CH:12][C:11]=1[C:16]([CH:18]1[CH:23]2[CH2:24][CH2:25][N:20]([CH2:21][CH2:22]2)[CH2:19]1)([OH:17])[CH2:1][C:2]1[CH:7]=[CH:6][CH:5]=[CH:4][CH:3]=1.